This data is from Full USPTO retrosynthesis dataset with 1.9M reactions from patents (1976-2016). The task is: Predict the reactants needed to synthesize the given product. (1) The reactants are: [C:1](/[CH:3]=[CH:4]/[S:5]([C:8]1[CH:13]=[CH:12][C:11]([C:14]2([C:18]([OH:20])=O)[CH2:17][CH2:16][CH2:15]2)=[CH:10][CH:9]=1)(=[O:7])=[O:6])#[N:2].ON1C2C=CC=CC=2N=N1.Cl.CN(C)CCCN=C=NCC.[Cl:43][C:44]1[CH:51]=[CH:50][C:47]([CH2:48][NH2:49])=[CH:46][CH:45]=1. Given the product [Cl:43][C:44]1[CH:51]=[CH:50][C:47]([CH2:48][NH:49][C:18]([C:14]2([C:11]3[CH:10]=[CH:9][C:8]([S:5](/[CH:4]=[CH:3]/[C:1]#[N:2])(=[O:6])=[O:7])=[CH:13][CH:12]=3)[CH2:15][CH2:16][CH2:17]2)=[O:20])=[CH:46][CH:45]=1, predict the reactants needed to synthesize it. (2) Given the product [Cl:1][C:2]1[CH:3]=[C:4]2[O:10][CH2:9][C:8](=[O:16])[C:5]2=[N:6][CH:7]=1, predict the reactants needed to synthesize it. The reactants are: [Cl:1][C:2]1[CH:3]=[C:4]2[O:10][C:9](C(OCC)=O)=[C:8]([OH:16])[C:5]2=[N:6][CH:7]=1.Cl.C([O-])(O)=O.[Na+]. (3) Given the product [Br:1][C:2]1[CH:3]=[C:4]([O:19][CH3:20])[C:5]2[C:6]3[N:14]=[C:13]([N:21]4[CH2:26][CH2:25][NH:24][CH2:23][CH2:22]4)[N:12]=[C:11]([O:16][CH2:17][CH3:18])[C:7]=3[NH:8][C:9]=2[CH:10]=1, predict the reactants needed to synthesize it. The reactants are: [Br:1][C:2]1[CH:3]=[C:4]([O:19][CH3:20])[C:5]2[C:6]3[N:14]=[C:13](Cl)[N:12]=[C:11]([O:16][CH2:17][CH3:18])[C:7]=3[NH:8][C:9]=2[CH:10]=1.[NH:21]1[CH2:26][CH2:25][NH:24][CH2:23][CH2:22]1. (4) Given the product [F:30][C:5]1[CH:4]=[C:3]([F:31])[C:2]([NH:1][CH2:32][C:33]2([CH3:39])[CH2:38][CH2:37][O:36][CH2:35][CH2:34]2)=[CH:7][C:6]=1[C:8]1[CH:13]=[CH:12][N:11]=[C:10]2[NH:14][C:15]([CH:17]3[CH2:22][CH2:21][N:20]([C:23]([O:25][C:26]([CH3:28])([CH3:27])[CH3:29])=[O:24])[CH2:19][CH2:18]3)=[CH:16][C:9]=12, predict the reactants needed to synthesize it. The reactants are: [NH2:1][C:2]1[C:3]([F:31])=[CH:4][C:5]([F:30])=[C:6]([C:8]2[CH:13]=[CH:12][N:11]=[C:10]3[NH:14][C:15]([CH:17]4[CH2:22][CH2:21][N:20]([C:23]([O:25][C:26]([CH3:29])([CH3:28])[CH3:27])=[O:24])[CH2:19][CH2:18]4)=[CH:16][C:9]=23)[CH:7]=1.[CH3:32][C:33]1([CH:39]=O)[CH2:38][CH2:37][O:36][CH2:35][CH2:34]1.C([BH3-])#N.C(O)(=O)C. (5) Given the product [Cl:1][C:2]1[CH:7]=[C:6]([NH2:8])[C:5]([N+:9]([O-:11])=[O:10])=[CH:4][N:3]=1.[Cl:1][C:2]1[C:7]([N+:9]([O-:12])=[O:10])=[C:6]([NH2:8])[CH:5]=[CH:4][N:3]=1, predict the reactants needed to synthesize it. The reactants are: [Cl:1][C:2]1[CH:7]=[C:6]([NH2:8])[CH:5]=[CH:4][N:3]=1.[N+:9]([O-:12])([OH:11])=[O:10].N. (6) Given the product [C:13]1([C:9]2[N:10]=[CH:11][O:12][C:8]=2[C:5]2[CH:6]=[CH:7][C:2]([NH:19][NH2:20])=[N:3][CH:4]=2)[CH:18]=[CH:17][CH:16]=[CH:15][CH:14]=1, predict the reactants needed to synthesize it. The reactants are: Cl[C:2]1[CH:7]=[CH:6][C:5]([C:8]2[O:12][CH:11]=[N:10][C:9]=2[C:13]2[CH:18]=[CH:17][CH:16]=[CH:15][CH:14]=2)=[CH:4][N:3]=1.[NH2:19][NH2:20]. (7) Given the product [Cl:2][C:3]1[C:4]([N:9]2[CH2:10][CH2:11][N:12]([CH2:15][CH2:16][N:17]([CH3:18])[S:32]([C:30]3[C:29]([CH3:36])=[N:28][N:27]([CH3:26])[CH:31]=3)(=[O:34])=[O:33])[CH2:13][CH2:14]2)=[N:5][CH:6]=[CH:7][N:8]=1, predict the reactants needed to synthesize it. The reactants are: Cl.[Cl:2][C:3]1[C:4]([N:9]2[CH2:14][CH2:13][N:12]([CH2:15][CH2:16][NH:17][CH3:18])[CH2:11][CH2:10]2)=[N:5][CH:6]=[CH:7][N:8]=1.C(N(CC)CC)C.[CH3:26][N:27]1[CH:31]=[C:30]([S:32](Cl)(=[O:34])=[O:33])[C:29]([CH3:36])=[N:28]1. (8) Given the product [F:21][CH:18]1[C:29]([N:1]2[CH2:5][CH2:4][CH:3]([OH:6])[CH2:2]2)([N+:27]([O-:8])=[O:25])[C:14]([F:13])=[CH:15][CH:16]=[CH:17]1, predict the reactants needed to synthesize it. The reactants are: [NH:1]1[CH2:5][CH2:4][CH:3]([OH:6])[CH2:2]1.C(=O)([O-])[O-:8].[K+].[K+].[F:13][C:14]1[CH:15]=[C:16]([N+]([O-])=O)[CH:17]=[C:18]([F:21])C=1F.[OH2:25].C[N:27]([CH:29]=O)C. (9) Given the product [C:3]([SiH2:7][O:8][C:9]([CH3:25])([CH3:24])[C:10]1[O:11][CH:12]=[C:13]([CH2:15][N:16]2[N:20]=[C:19]([NH2:21])[CH:18]=[N:17]2)[N:14]=1)([CH3:6])([CH3:4])[CH3:5], predict the reactants needed to synthesize it. The reactants are: N#N.[C:3]([SiH2:7][O:8][C:9]([CH3:25])([CH3:24])[C:10]1[O:11][CH:12]=[C:13]([CH2:15][N:16]2[N:20]=[C:19]([N+:21]([O-])=O)[CH:18]=[N:17]2)[N:14]=1)([CH3:6])([CH3:5])[CH3:4].[NH4+].[Cl-]. (10) Given the product [CH3:13][CH:12]([O:11][C:4]1[CH:3]=[C:2]([OH:15])[CH:7]=[CH:6][C:5]=1[N+:8]([O-:10])=[O:9])[CH3:14], predict the reactants needed to synthesize it. The reactants are: F[C:2]1[CH:7]=[CH:6][C:5]([N+:8]([O-:10])=[O:9])=[C:4]([O:11][CH:12]([CH3:14])[CH3:13])[CH:3]=1.[OH-:15].[Na+].Cl.